Predict the product of the given reaction. From a dataset of Forward reaction prediction with 1.9M reactions from USPTO patents (1976-2016). (1) Given the reactants [Cl:1][C:2]1[CH:3]=[C:4]([CH:7]=[CH:8][C:9]=1[N:10]1[C:22]2[CH2:21][CH2:20][CH2:19][C:18](=[O:23])[C:17]=2[C:16]2[C:11]1=[CH:12][CH:13]=[CH:14][CH:15]=2)[C:5]#[N:6].CS(C)=[O:26].[OH-].[K+].OO, predict the reaction product. The product is: [Cl:1][C:2]1[CH:3]=[C:4]([CH:7]=[CH:8][C:9]=1[N:10]1[C:22]2[CH2:21][CH2:20][CH2:19][C:18](=[O:23])[C:17]=2[C:16]2[C:11]1=[CH:12][CH:13]=[CH:14][CH:15]=2)[C:5]([NH2:6])=[O:26]. (2) Given the reactants [Br:1][C:2]1[CH:28]=[N:27][C:5]2[N:6]=[C:7]([N:13]3[CH2:17][CH2:16][C@@H:15]([N:18](C)[C:19](=O)OC(C)(C)C)[CH2:14]3)[C:8]3[N:9]([CH:10]=[N:11][N:12]=3)[C:4]=2[CH:3]=1.C(O)(C(F)(F)F)=O, predict the reaction product. The product is: [Br:1][C:2]1[CH:28]=[N:27][C:5]2[N:6]=[C:7]([N:13]3[CH2:17][CH2:16][C@@H:15]([NH:18][CH3:19])[CH2:14]3)[C:8]3[N:9]([CH:10]=[N:11][N:12]=3)[C:4]=2[CH:3]=1. (3) Given the reactants [NH2:1][C:2]1[CH:7]=[CH:6][C:5]([Cl:8])=[CH:4][N:3]=1.[CH:9](O)=[O:10], predict the reaction product. The product is: [Cl:8][C:5]1[CH:6]=[CH:7][C:2]([NH:1][CH:9]=[O:10])=[N:3][CH:4]=1. (4) Given the reactants [H-].[Na+].[CH:3]1[C:8]2[C:9]3[NH:10][C:11]4[C:16]([C:17]=3[CH2:18][CH2:19][S:20][C:7]=2[CH:6]=[CH:5][CH:4]=1)=[CH:15][CH:14]=[CH:13][CH:12]=4.[Cl:21][CH2:22][CH2:23][CH2:24][CH2:25][CH2:26][O:27][C:28]1[CH:35]=[CH:34][C:31]([CH2:32]Br)=[CH:30][CH:29]=1.O, predict the reaction product. The product is: [Cl:21][CH2:22][CH2:23][CH2:24][CH2:25][CH2:26][O:27][C:28]1[CH:35]=[CH:34][C:31]([CH2:32][N:10]2[C:11]3[C:16](=[CH:15][CH:14]=[CH:13][CH:12]=3)[C:17]3[CH2:18][CH2:19][S:20][C:7]4[CH:6]=[CH:5][CH:4]=[CH:3][C:8]=4[C:9]2=3)=[CH:30][CH:29]=1. (5) The product is: [F:20][C:21]1[CH:26]=[CH:25][C:24]([C:2]2[CH:3]=[C:4]3[C:9](=[CH:10][CH:11]=2)[N:8]=[C:7]([OH:12])[N:6]=[C:5]3[OH:13])=[CH:23][CH:22]=1. Given the reactants Br[C:2]1[CH:3]=[C:4]2[C:9](=[CH:10][CH:11]=1)[N:8]=[C:7]([OH:12])[N:6]=[C:5]2[OH:13].C(=O)([O-])[O-].[K+].[K+].[F:20][C:21]1[CH:26]=[CH:25][C:24](B(O)O)=[CH:23][CH:22]=1, predict the reaction product. (6) Given the reactants [F:1][C:2]1[CH:3]=[C:4]2[C:8](=[CH:9][CH:10]=1)[N:7]([CH3:11])[C:6]([CH2:12][NH:13][CH3:14])=[CH:5]2.[O:15]=[C:16]1[NH:25][C:24]2[N:23]=[CH:22][C:21](/[CH:26]=[CH:27]/[C:28]([OH:30])=O)=[CH:20][C:19]=2[CH2:18][CH2:17]1.ON1C2C=CC=CC=2N=N1.C(N(C(C)C)CC)(C)C.CN(C)CCCN=C=NCC, predict the reaction product. The product is: [F:1][C:2]1[CH:3]=[C:4]2[C:8](=[CH:9][CH:10]=1)[N:7]([CH3:11])[C:6]([CH2:12][N:13]([CH3:14])[C:28](=[O:30])/[CH:27]=[CH:26]/[C:21]1[CH:22]=[N:23][C:24]3[NH:25][C:16](=[O:15])[CH2:17][CH2:18][C:19]=3[CH:20]=1)=[CH:5]2. (7) Given the reactants [CH3:1][O:2][C:3]1[C:8]2[N:9]=[C:10]([NH2:12])[S:11][C:7]=2[C:6]([O:13][C:14]2[CH:19]=[CH:18][CH:17]=[CH:16][CH:15]=2)=[CH:5][CH:4]=1.[CH3:20][C:21]1[S:25][C:24]([C:26](Cl)=[O:27])=[CH:23][CH:22]=1, predict the reaction product. The product is: [CH3:1][O:2][C:3]1[C:8]2[N:9]=[C:10]([NH:12][C:26]([C:24]3[S:25][C:21]([CH3:20])=[CH:22][CH:23]=3)=[O:27])[S:11][C:7]=2[C:6]([O:13][C:14]2[CH:15]=[CH:16][CH:17]=[CH:18][CH:19]=2)=[CH:5][CH:4]=1. (8) Given the reactants [F:1][C:2]1[CH:7]=[CH:6][CH:5]=[CH:4][C:3]=1[C@:8]12[CH2:15][C@@H:14]([O:16][CH2:17][C:18]3[CH:23]=[CH:22][C:21]([F:24])=[C:20]([F:25])[CH:19]=3)[CH2:13][C@H:12]1[CH2:11][O:10][NH:9]2.C(=O)(O)[O-].[Na+].C(OCC)(=O)C, predict the reaction product. The product is: [NH2:9][C@@:8]1([C:3]2[CH:4]=[CH:5][CH:6]=[CH:7][C:2]=2[F:1])[CH2:15][C@@H:14]([O:16][CH2:17][C:18]2[CH:23]=[CH:22][C:21]([F:24])=[C:20]([F:25])[CH:19]=2)[CH2:13][C@H:12]1[CH2:11][OH:10]. (9) Given the reactants CS(C1SC2C=CC=CC=2N=1)=[O:3].[N:13]1[C:21]2[C:16](=[N:17][CH:18]=[CH:19][CH:20]=2)[N:15]([CH2:22][C:23]2[CH:35]=[CH:34][C:26]3[N:27]=[C:28](S(C)(=O)=O)[S:29][C:25]=3[CH:24]=2)[CH:14]=1.[NH2:36][CH2:37][C:38]1(CO)[CH2:43][CH2:42][CH2:41][CH2:40][CH2:39]1.CCN(C(C)C)C(C)C, predict the reaction product. The product is: [N:13]1[C:21]2[C:16](=[N:17][CH:18]=[CH:19][CH:20]=2)[N:15]([CH2:22][C:23]2[CH:35]=[CH:34][C:26]3[N:27]=[C:28]([NH:36][CH2:37][C:38]4([OH:3])[CH2:43][CH2:42][CH2:41][CH2:40][CH2:39]4)[S:29][C:25]=3[CH:24]=2)[CH:14]=1. (10) Given the reactants [Br:1][C:2]1[CH:7]=[C:6]([N+:8]([O-])=O)[CH:5]=[C:4]([S:11]([CH3:14])(=[O:13])=[O:12])[CH:3]=1, predict the reaction product. The product is: [Br:1][C:2]1[CH:7]=[C:6]([CH:5]=[C:4]([S:11]([CH3:14])(=[O:13])=[O:12])[CH:3]=1)[NH2:8].